Dataset: Forward reaction prediction with 1.9M reactions from USPTO patents (1976-2016). Task: Predict the product of the given reaction. (1) Given the reactants Br[C:2]1[N:3]=[CH:4][C:5]([CH3:8])=[N:6][CH:7]=1.[CH2:9](C([Sn])=C(CCCC)CCCC)[CH2:10]CC, predict the reaction product. The product is: [CH3:8][C:5]1[CH:4]=[N:3][C:2]([CH:9]=[CH2:10])=[CH:7][N:6]=1. (2) Given the reactants C[O:2][C:3](=O)[C@@H:4]([O:11][Si:12]([C:25]([CH3:28])([CH3:27])[CH3:26])([C:19]1[CH:24]=[CH:23][CH:22]=[CH:21][CH:20]=1)[C:13]1[CH:18]=[CH:17][CH:16]=[CH:15][CH:14]=1)[CH2:5][CH2:6][C:7](OC)=[O:8].[BH4-].[Li+].CO, predict the reaction product. The product is: [Si:12]([O:11][C@@H:4]([CH2:5][CH2:6][CH2:7][OH:8])[CH2:3][OH:2])([C:25]([CH3:28])([CH3:27])[CH3:26])([C:19]1[CH:24]=[CH:23][CH:22]=[CH:21][CH:20]=1)[C:13]1[CH:14]=[CH:15][CH:16]=[CH:17][CH:18]=1. (3) The product is: [CH:1]1[C:11]2[CH2:10][CH2:9][C:8]3[CH:12]=[CH:13][CH:14]=[CH:15][C:7]=3[C:6](=[CH:16][C:17]3[CH:22]=[CH:21][C:20]([NH:23][S:27]([CH:25]([CH3:26])[CH3:24])(=[O:29])=[O:28])=[CH:19][CH:18]=3)[C:5]=2[CH:4]=[CH:3][CH:2]=1. Given the reactants [CH:1]1[C:11]2[CH2:10][CH2:9][C:8]3[CH:12]=[CH:13][CH:14]=[CH:15][C:7]=3[C:6](=[CH:16][C:17]3[CH:22]=[CH:21][C:20]([NH2:23])=[CH:19][CH:18]=3)[C:5]=2[CH:4]=[CH:3][CH:2]=1.[CH3:24][CH:25]([S:27](Cl)(=[O:29])=[O:28])[CH3:26], predict the reaction product. (4) Given the reactants [Cl:1][C:2]1[CH:7]=[CH:6][CH:5]=[CH:4][C:3]=1[C:8]1[C:12]([C:13]([NH2:15])=O)=[CH:11][N:10]([C:16]2[CH:21]=[CH:20][N:19]=[C:18]([Cl:22])[CH:17]=2)[N:9]=1.C[N:24]([CH:26](OC)OC)C.O.[NH2:32]N, predict the reaction product. The product is: [Cl:22][C:18]1[CH:17]=[C:16]([N:10]2[CH:11]=[C:12]([C:13]3[N:24]=[CH:26][NH:32][N:15]=3)[C:8]([C:3]3[CH:4]=[CH:5][CH:6]=[CH:7][C:2]=3[Cl:1])=[N:9]2)[CH:21]=[CH:20][N:19]=1. (5) Given the reactants [CH2:1]([C:3]1[N:4]([CH2:11][CH2:12][O:13][C:14]2[CH:19]=[CH:18][C:17]([N+:20]([O-])=O)=[CH:16][CH:15]=2)[C:5](=[O:10])[CH:6]=[C:7]([CH3:9])[N:8]=1)[CH3:2].[H][H], predict the reaction product. The product is: [CH2:1]([C:3]1[N:4]([CH2:11][CH2:12][O:13][C:14]2[CH:15]=[CH:16][C:17]([NH2:20])=[CH:18][CH:19]=2)[C:5](=[O:10])[CH:6]=[C:7]([CH3:9])[N:8]=1)[CH3:2].